From a dataset of KCNQ2 potassium channel screen with 302,405 compounds. Binary Classification. Given a drug SMILES string, predict its activity (active/inactive) in a high-throughput screening assay against a specified biological target. The molecule is S(=O)(=O)(N1CCOCC1)c1cc(CC(=O)NCc2ccc(OC)cc2)ccc1OC. The result is 0 (inactive).